Dataset: Full USPTO retrosynthesis dataset with 1.9M reactions from patents (1976-2016). Task: Predict the reactants needed to synthesize the given product. Given the product [CH2:1]([N:8]1[CH:13]2[CH2:14][CH2:15][CH:9]1[CH2:10][C:11](=[N:18][OH:19])[CH2:12]2)[C:2]1[CH:7]=[CH:6][CH:5]=[CH:4][CH:3]=1, predict the reactants needed to synthesize it. The reactants are: [CH2:1]([N:8]1[CH:13]2[CH2:14][CH2:15][CH:9]1[CH2:10][C:11](=O)[CH2:12]2)[C:2]1[CH:7]=[CH:6][CH:5]=[CH:4][CH:3]=1.[Cl-].[NH2:18][OH:19].N1C=CC=CC=1.